Dataset: Peptide-MHC class I binding affinity with 185,985 pairs from IEDB/IMGT. Task: Regression. Given a peptide amino acid sequence and an MHC pseudo amino acid sequence, predict their binding affinity value. This is MHC class I binding data. (1) The peptide sequence is MIRAQAGSL. The MHC is HLA-B07:02 with pseudo-sequence HLA-B07:02. The binding affinity (normalized) is 0.675. (2) The peptide sequence is LAYTYEAYVRY. The MHC is Mamu-B17 with pseudo-sequence Mamu-B17. The binding affinity (normalized) is 0.167. (3) The peptide sequence is CYGVSATKL. The MHC is HLA-A29:02 with pseudo-sequence HLA-A29:02. The binding affinity (normalized) is 0.130.